This data is from Reaction yield outcomes from USPTO patents with 853,638 reactions. The task is: Predict the reaction yield, written as a fraction of the theoretical maximum amount of product (1.0 means a 100% yield; for example, 0.34 means a 34% yield). The reactants are C(O[C:5]1([CH2:10][N:11]2[CH:15]=[C:14]([C:16]([CH3:19])([CH3:18])[CH3:17])[S:13]/[C:12]/2=[N:20]\[C:21]([C:23]2[CH:28]=[C:27](Cl)[CH:26]=[CH:25][C:24]=2[O:30][CH3:31])=S)[CH2:9]CCC1)(=O)C.C([N:34]([CH2:37]C)CC)C.[N:39]#[C:40][NH2:41]. The catalyst is C(#N)C.[Hg](OC(C)=O)OC(C)=O. The product is [C:16]([C:14]1[S:13]/[C:12](=[N:20]\[C:21]([C:23]2[CH:28]=[C:27]([C:37]#[N:34])[CH:26]=[CH:25][C:24]=2[O:30][CH3:31])=[N:41][C:40]#[N:39])/[N:11]([CH2:10][CH2:5][CH3:9])[CH:15]=1)([CH3:19])([CH3:17])[CH3:18]. The yield is 0.730.